This data is from Catalyst prediction with 721,799 reactions and 888 catalyst types from USPTO. The task is: Predict which catalyst facilitates the given reaction. Reactant: [Br:1][C:2]1[CH:21]=[CH:20][C:5]([CH2:6][CH:7]2[CH2:12][CH2:11][N:10](C(OC(C)(C)C)=O)[CH2:9][CH2:8]2)=[CH:4][C:3]=1[OH:22]. Product: [Br:1][C:2]1[CH:21]=[CH:20][C:5]([CH2:6][CH:7]2[CH2:8][CH2:9][NH:10][CH2:11][CH2:12]2)=[CH:4][C:3]=1[OH:22]. The catalyst class is: 209.